Dataset: Reaction yield outcomes from USPTO patents with 853,638 reactions. Task: Predict the reaction yield, written as a fraction of the theoretical maximum amount of product (1.0 means a 100% yield; for example, 0.34 means a 34% yield). (1) The reactants are [C:1]([O:5][C:6]([N:8]1[CH2:13][CH:12]=[C:11]([Sn](C)(C)C)[CH2:10][CH2:9]1)=[O:7])([CH3:4])([CH3:3])[CH3:2].[OH2:18]. The catalyst is [NH4+].[OH-]. The product is [NH:8]1[C:9]2[C:10](=[CH:9][CH:10]=[CH:11][CH:12]=2)[CH:11]=[CH:12][C:13]1=[O:18].[C:6]([N:8]1[CH2:9][CH2:10][CH2:11][CH2:12][CH2:13]1)([O:5][C:1]([CH3:4])([CH3:3])[CH3:2])=[O:7]. The yield is 0.910. (2) The reactants are [N+:1]([C:4]1[CH:22]=[CH:21][C:7]([CH2:8][NH:9][S:10]([NH:13][C:14](=[O:20])[O:15][C:16]([CH3:19])([CH3:18])[CH3:17])(=[O:12])=[O:11])=[CH:6][CH:5]=1)([O-])=O. The catalyst is C(O)C.O1CCCC1.[Pd]. The product is [NH2:1][C:4]1[CH:22]=[CH:21][C:7]([CH2:8][NH:9][S:10]([NH:13][C:14](=[O:20])[O:15][C:16]([CH3:18])([CH3:19])[CH3:17])(=[O:12])=[O:11])=[CH:6][CH:5]=1. The yield is 0.980. (3) The reactants are [C:1](/[CH:3]=[CH:4]/[S:5]([C:8]1[CH:13]=[CH:12][C:11]([C:14]2([C:20](O)=[O:21])[CH2:19][CH2:18][O:17][CH2:16][CH2:15]2)=[CH:10][CH:9]=1)(=[O:7])=[O:6])#[N:2].[NH2:23][C:24]1[CH:29]=[CH:28][CH:27]=[CH:26][CH:25]=1.ON1C2C=CC=CC=2N=N1.Cl.CN(C)CCCN=C=NCC. The catalyst is C(#N)C. The product is [C:24]1([NH:23][C:20]([C:14]2([C:11]3[CH:10]=[CH:9][C:8]([S:5](/[CH:4]=[CH:3]/[C:1]#[N:2])(=[O:7])=[O:6])=[CH:13][CH:12]=3)[CH2:19][CH2:18][O:17][CH2:16][CH2:15]2)=[O:21])[CH:29]=[CH:28][CH:27]=[CH:26][CH:25]=1. The yield is 0.280. (4) The reactants are [I:1][C:2]1[CH:7]=[CH:6][C:5]([C:8]([C:10]2[CH:15]=[CH:14][C:13]([O:16]C)=[CH:12][CH:11]=2)=[O:9])=[CH:4][CH:3]=1.[Al+3].[Cl-].[Cl-].[Cl-].O. The catalyst is C1C=CC=CC=1. The product is [OH:16][C:13]1[CH:14]=[CH:15][C:10]([C:8]([C:5]2[CH:6]=[CH:7][C:2]([I:1])=[CH:3][CH:4]=2)=[O:9])=[CH:11][CH:12]=1. The yield is 0.950. (5) The reactants are Cl[CH:2]([CH3:11])[C:3]([CH2:5][C:6]([O:8][CH2:9][CH3:10])=[O:7])=O.[C:12]([NH2:15])(=[O:14])[CH3:13]. The catalyst is CC(O)=O. The product is [CH2:2]([C:3]1[N:15]=[C:12]([CH3:13])[O:14][C:5]=1[C:6]([O:8][CH2:9][CH3:10])=[O:7])[CH3:11]. The yield is 0.290. (6) The reactants are [N+:1]([C:4]1[CH:19]=[CH:18][C:7]([C:8]([NH:10][CH2:11][CH2:12][C:13]([O:15][CH2:16][CH3:17])=[O:14])=[O:9])=[CH:6][CH:5]=1)([O-])=O.O1CCCC1. The catalyst is [C].[Pd].C(O)C. The product is [NH2:1][C:4]1[CH:5]=[CH:6][C:7]([C:8]([NH:10][CH2:11][CH2:12][C:13]([O:15][CH2:16][CH3:17])=[O:14])=[O:9])=[CH:18][CH:19]=1. The yield is 0.950.